Dataset: Reaction yield outcomes from USPTO patents with 853,638 reactions. Task: Predict the reaction yield, written as a fraction of the theoretical maximum amount of product (1.0 means a 100% yield; for example, 0.34 means a 34% yield). (1) The yield is 0.720. The reactants are [CH3:1][O:2][C:3]([CH:5]1[CH2:10][CH2:9][CH:8]([CH2:11][O:12]CC2C=CC=CC=2)[CH2:7][CH2:6]1)=[O:4]. The product is [CH3:1][O:2][C:3]([C@H:5]1[CH2:10][CH2:9][C@H:8]([CH2:11][OH:12])[CH2:7][CH2:6]1)=[O:4]. The catalyst is CO.[Pd]. (2) The reactants are [C:1]([N:9]1[CH2:22][CH2:21][C:20]2[C:19]3[CH:18]=[C:17](Br)[CH:16]=[CH:15][C:14]=3[NH:13][C:12]=2[CH2:11][CH2:10]1)(=[O:8])[C:2]1[CH:7]=[CH:6][CH:5]=[CH:4][CH:3]=1.N#N.[CH3:26][O:27][C:28]1[CH:33]=[CH:32][C:31](B2OB([C:31]3[CH:32]=[CH:33][C:28]([O:27][CH3:26])=[CH:29][C:30]=3[CH3:58])OB([C:31]3[CH:32]=[CH:33][C:28]([O:27][CH3:26])=[CH:29][C:30]=3[CH3:58])O2)=[C:30]([CH3:58])[CH:29]=1.C([O-])([O-])=O.[Na+].[Na+]. The catalyst is COCCOC.CO. The product is [C:1]([N:9]1[CH2:22][CH2:21][C:20]2[C:19]3[CH:18]=[C:17]([C:31]4[CH:32]=[CH:33][C:28]([O:27][CH3:26])=[CH:29][C:30]=4[CH3:58])[CH:16]=[CH:15][C:14]=3[NH:13][C:12]=2[CH2:11][CH2:10]1)(=[O:8])[C:2]1[CH:7]=[CH:6][CH:5]=[CH:4][CH:3]=1. The yield is 0.370.